This data is from Forward reaction prediction with 1.9M reactions from USPTO patents (1976-2016). The task is: Predict the product of the given reaction. (1) Given the reactants [Si:1]([O:8][CH2:9][CH2:10][O:11][C:12]1[CH:13]=[CH:14][C:15]([CH:29]=O)=[N:16][C:17]=1[C:18]1[CH:23]=[CH:22][C:21]([S:24]([CH2:27][CH3:28])(=[O:26])=[O:25])=[CH:20][CH:19]=1)([C:4]([CH3:7])([CH3:6])[CH3:5])([CH3:3])[CH3:2].[NH2:31][C:32]1[CH:40]=[C:39]([O:41][CH3:42])[CH:38]=[C:37]([O:43][CH3:44])[C:33]=1[C:34]([NH2:36])=[O:35].OS([O-])=O.[Na+].O.C1(C)C=CC(S(O)(=O)=O)=CC=1, predict the reaction product. The product is: [Si:1]([O:8][CH2:9][CH2:10][O:11][C:12]1[CH:13]=[CH:14][C:15]([C:29]2[NH:36][C:34](=[O:35])[C:33]3[C:32](=[CH:40][C:39]([O:41][CH3:42])=[CH:38][C:37]=3[O:43][CH3:44])[N:31]=2)=[N:16][C:17]=1[C:18]1[CH:19]=[CH:20][C:21]([S:24]([CH2:27][CH3:28])(=[O:26])=[O:25])=[CH:22][CH:23]=1)([C:4]([CH3:6])([CH3:7])[CH3:5])([CH3:2])[CH3:3]. (2) Given the reactants [CH3:1][C:2]1[CH:7]=[C:6](C(O)=O)[CH:5]=[CH:4][C:3]=1[C:3]1[CH:4]=[CH:5][CH:6]=[CH:7][C:2]=1[C:1](F)(F)F.Br[C:22]1[CH:31]=[CH:30][C:25]([C:26]([O:28][CH3:29])=[O:27])=[CH:24][C:23]=1[O:32][CH3:33].C1(C)C=CC=CC=1B(O)O, predict the reaction product. The product is: [CH3:33][O:32][C:23]1[CH:24]=[C:25]([C:26]([O:28][CH3:29])=[O:27])[CH:30]=[CH:31][C:22]=1[C:3]1[CH:4]=[CH:5][CH:6]=[CH:7][C:2]=1[CH3:1].